Dataset: Reaction yield outcomes from USPTO patents with 853,638 reactions. Task: Predict the reaction yield, written as a fraction of the theoretical maximum amount of product (1.0 means a 100% yield; for example, 0.34 means a 34% yield). (1) The reactants are [F:1][C:2]1[CH:3]=[C:4]([C:30]2[C:31]([C:36]#[N:37])=[CH:32][CH:33]=[CH:34][CH:35]=2)[CH:5]=[CH:6][C:7]=1[CH2:8][C:9]1[C:10](=[O:29])[N:11]([C@H:22]2[CH2:27][CH2:26][C@H:25]([OH:28])[CH2:24][CH2:23]2)[C:12]2[N:13]([N:18]=[C:19]([CH3:21])[N:20]=2)[C:14]=1[CH2:15][CH2:16][CH3:17].C([O:40]C(=O)C(C)C[N+]#N)C.[C:48]1([CH3:54])[CH:53]=CC=[CH:50][CH:49]=1. The catalyst is C([O-])(=O)C.[Rh+]. The product is [F:1][C:2]1[CH:3]=[C:4]([C:30]2[C:31]([C:36]#[N:37])=[CH:32][CH:33]=[CH:34][CH:35]=2)[CH:5]=[CH:6][C:7]=1[CH2:8][C:9]1[C:10](=[O:29])[N:11]([C@H:22]2[CH2:23][CH2:24][C@H:25]([O:28][CH:49]([CH3:50])[C:48]([OH:40])([CH3:54])[CH3:53])[CH2:26][CH2:27]2)[C:12]2[N:13]([N:18]=[C:19]([CH3:21])[N:20]=2)[C:14]=1[CH2:15][CH2:16][CH3:17]. The yield is 0.500. (2) The reactants are [CH3:1][Si](C=[N+]=[N-])(C)C.[F:8][C:9]1[C:18]2[C:13](=[CH:14][CH:15]=[CH:16][CH:17]=2)[C:12]([C:19]([OH:21])=[O:20])=[CH:11][CH:10]=1. The catalyst is CCCCCC.ClCCl.CO.C(O)(=O)C. The product is [F:8][C:9]1[C:18]2[C:13](=[CH:14][CH:15]=[CH:16][CH:17]=2)[C:12]([C:19]([O:21][CH3:1])=[O:20])=[CH:11][CH:10]=1. The yield is 0.730. (3) The reactants are [F:1][C:2]1[CH:3]=[C:4]([NH2:28])[CH:5]=[CH:6][C:7]=1[O:8][C:9]1[CH:14]=[CH:13][N:12]=[C:11]2[CH:15]=[C:16]([C:18]3[CH:23]=[CH:22][C:21]([S:24]([CH3:27])(=[O:26])=[O:25])=[CH:20][CH:19]=3)[S:17][C:10]=12.[C:29]1([CH2:35][C:36]([N:38]=[C:39]=[S:40])=[O:37])[CH:34]=[CH:33][CH:32]=[CH:31][CH:30]=1. The catalyst is C1COCC1. The product is [F:1][C:2]1[CH:3]=[C:4]([NH:28][C:39]([NH:38][C:36](=[O:37])[CH2:35][C:29]2[CH:30]=[CH:31][CH:32]=[CH:33][CH:34]=2)=[S:40])[CH:5]=[CH:6][C:7]=1[O:8][C:9]1[CH:14]=[CH:13][N:12]=[C:11]2[CH:15]=[C:16]([C:18]3[CH:19]=[CH:20][C:21]([S:24]([CH3:27])(=[O:25])=[O:26])=[CH:22][CH:23]=3)[S:17][C:10]=12. The yield is 0.530. (4) The reactants are Br[C:2]1[CH:3]=[CH:4][C:5]2[C:9]3[CH:10]=[CH:11][CH:12]=[CH:13][C:8]=3[Si:7]([CH3:15])([CH3:14])[C:6]=2[CH:16]=1.[NH3:17]. The catalyst is C1COCC1. The product is [CH3:14][Si:7]1([CH3:15])[C:8]2[CH:13]=[CH:12][CH:11]=[CH:10][C:9]=2[C:5]2[CH:4]=[CH:3][C:2]([NH2:17])=[CH:16][C:6]1=2. The yield is 0.810.